This data is from Reaction yield outcomes from USPTO patents with 853,638 reactions. The task is: Predict the reaction yield, written as a fraction of the theoretical maximum amount of product (1.0 means a 100% yield; for example, 0.34 means a 34% yield). (1) The reactants are [Cl:1][C:2]1[C:10]([CH3:11])=[N:9][C:8]2[N:4]([N:5]=[C:6]3[CH2:14][N:13]([C:15]([C:17]4[CH:22]=[CH:21][CH:20]=[CH:19][C:18]=4[O:23][CH:24]4[CH2:28][CH2:27][NH:26][CH2:25]4)=[O:16])[CH2:12][C:7]3=2)[C:3]=1[CH3:29].C=O.[BH4-].[Na+].[C:34](O)(C(F)(F)F)=O. The catalyst is C1COCC1.CC(=O)OCC. The product is [Cl:1][C:2]1[C:10]([CH3:11])=[N:9][C:8]2[N:4]([N:5]=[C:6]3[CH2:14][N:13]([C:15]([C:17]4[CH:22]=[CH:21][CH:20]=[CH:19][C:18]=4[O:23][CH:24]4[CH2:28][CH2:27][N:26]([CH3:34])[CH2:25]4)=[O:16])[CH2:12][C:7]3=2)[C:3]=1[CH3:29]. The yield is 0.480. (2) The reactants are Br[C:2]1[CH:3]=[C:4]2[C:8](=[C:9]([CH3:11])[CH:10]=1)[NH:7][C:6]1[N:12]=[CH:13][C:14]([CH3:16])=[CH:15][C:5]2=1.[CH3:17][N:18]1CCCC1=O.N.C(OCC)(=O)C. The catalyst is [C-]#N.[Zn+2].[C-]#N.C1C=CC([P]([Pd]([P](C2C=CC=CC=2)(C2C=CC=CC=2)C2C=CC=CC=2)([P](C2C=CC=CC=2)(C2C=CC=CC=2)C2C=CC=CC=2)[P](C2C=CC=CC=2)(C2C=CC=CC=2)C2C=CC=CC=2)(C2C=CC=CC=2)C2C=CC=CC=2)=CC=1.CC(=O)CC. The product is [CH3:16][C:14]1[CH:13]=[N:12][C:6]2[NH:7][C:8]3[C:4]([C:5]=2[CH:15]=1)=[CH:3][C:2]([C:17]#[N:18])=[CH:10][C:9]=3[CH3:11]. The yield is 0.500.